From a dataset of Full USPTO retrosynthesis dataset with 1.9M reactions from patents (1976-2016). Predict the reactants needed to synthesize the given product. Given the product [Cl:1][C:2]1[C:3]([CH3:31])=[C:4]([CH:20]2[O:30][CH2:27][C:26](=[O:29])[N:22]([CH:23]([CH3:24])[CH3:25])[CH2:21]2)[C:5]([O:18][CH3:19])=[C:6]([CH:8]([NH:10][C:11](=[O:17])[O:12][C:13]([CH3:16])([CH3:14])[CH3:15])[CH3:9])[CH:7]=1, predict the reactants needed to synthesize it. The reactants are: [Cl:1][C:2]1[C:3]([CH3:31])=[C:4]([CH:20]([OH:30])[CH2:21][N:22]([C:26](=[O:29])[CH2:27]Cl)[CH:23]([CH3:25])[CH3:24])[C:5]([O:18][CH3:19])=[C:6]([CH:8]([NH:10][C:11](=[O:17])[O:12][C:13]([CH3:16])([CH3:15])[CH3:14])[CH3:9])[CH:7]=1.[H-].[Na+].